From a dataset of hERG Central: cardiac toxicity at 1µM, 10µM, and general inhibition. Predict hERG channel inhibition at various concentrations. (1) The molecule is CC(C)CC(=O)N1CCN(c2ccc([N+](=O)[O-])cc2Cl)CC1. Results: hERG_inhib (hERG inhibition (general)): blocker. (2) The compound is Cc1[nH]c(C)c(S(=O)(=O)N2CCN(c3ccc(Cl)cc3)CC2)c1C(=O)N1CCCC1. Results: hERG_inhib (hERG inhibition (general)): blocker.